Dataset: Full USPTO retrosynthesis dataset with 1.9M reactions from patents (1976-2016). Task: Predict the reactants needed to synthesize the given product. (1) The reactants are: [F:1][C:2]([F:27])([F:26])[O:3][C:4]1[CH:9]=[CH:8][C:7]([C:10]2[CH:15]=[C:14]([C:16]([F:19])([F:18])[F:17])[N:13]3[N:20]=[CH:21][C:22]([C:23](O)=[O:24])=[C:12]3[N:11]=2)=[CH:6][CH:5]=1.[NH2:28][C:29]1[CH:30]=[C:31]([S:35]([NH:38][C:39]([CH3:43])([CH3:42])[CH2:40][OH:41])(=[O:37])=[O:36])[CH:32]=[CH:33][CH:34]=1. Given the product [OH:41][CH2:40][C:39]([NH:38][S:35]([C:31]1[CH:30]=[C:29]([NH:28][C:23]([C:22]2[CH:21]=[N:20][N:13]3[C:14]([C:16]([F:17])([F:18])[F:19])=[CH:15][C:10]([C:7]4[CH:6]=[CH:5][C:4]([O:3][C:2]([F:27])([F:1])[F:26])=[CH:9][CH:8]=4)=[N:11][C:12]=23)=[O:24])[CH:34]=[CH:33][CH:32]=1)(=[O:37])=[O:36])([CH3:43])[CH3:42], predict the reactants needed to synthesize it. (2) Given the product [C:21]([N:11]1[CH2:12][CH2:13][C:8]2[C:7](=[O:14])[O:6][C:5]([CH2:1][CH:2]([CH3:4])[CH3:3])([C:15]3[CH:20]=[CH:19][CH:18]=[CH:17][CH:16]=3)[C:9]=2[CH2:10]1)(=[O:30])[CH:22]=[CH:23][C:24]1[CH:29]=[CH:28][CH:27]=[CH:26][CH:25]=1, predict the reactants needed to synthesize it. The reactants are: [CH2:1]([C:5]1([C:15]2[CH:20]=[CH:19][CH:18]=[CH:17][CH:16]=2)[C:9]2[CH2:10][NH:11][CH2:12][CH2:13][C:8]=2[C:7](=[O:14])[O:6]1)[CH:2]([CH3:4])[CH3:3].[CH:21](=[O:30])/[CH:22]=[CH:23]/[C:24]1[CH:29]=[CH:28][CH:27]=[CH:26][CH:25]=1.C(O[BH-](OC(=O)C)OC(=O)C)(=O)C.[Na+].C(OCC)(=O)C. (3) Given the product [CH3:24][N:23]([CH3:25])[C:21]([CH:20]([NH:19][C:15]([C:7]1[CH:6]=[N:5][C:4]([CH:1]2[CH2:2][CH2:3]2)=[C:9]([O:10][CH2:11][CH:12]2[CH2:13][CH2:14]2)[N:8]=1)=[O:17])[CH:26]([CH3:28])[CH3:27])=[O:22], predict the reactants needed to synthesize it. The reactants are: [CH:1]1([C:4]2[N:5]=[CH:6][C:7]([C:15]([OH:17])=O)=[N:8][C:9]=2[O:10][CH2:11][CH:12]2[CH2:14][CH2:13]2)[CH2:3][CH2:2]1.Cl.[NH2:19][CH:20]([CH:26]([CH3:28])[CH3:27])[C:21]([N:23]([CH3:25])[CH3:24])=[O:22].